Dataset: Reaction yield outcomes from USPTO patents with 853,638 reactions. Task: Predict the reaction yield, written as a fraction of the theoretical maximum amount of product (1.0 means a 100% yield; for example, 0.34 means a 34% yield). (1) The reactants are [C:1]1([C:7]2[C:11]([C:12]([F:15])([F:14])[F:13])=[C:10]([C:16]([OH:18])=O)[O:9][N:8]=2)[CH:6]=[CH:5][CH:4]=[CH:3][CH:2]=1.N1C=CC=CC=1.[F:25]C1N=C(F)N=C(F)N=1. The catalyst is ClCCl. The product is [C:1]1([C:7]2[C:11]([C:12]([F:15])([F:14])[F:13])=[C:10]([C:16]([F:25])=[O:18])[O:9][N:8]=2)[CH:6]=[CH:5][CH:4]=[CH:3][CH:2]=1. The yield is 0.960. (2) The reactants are [C:1]([C:4]1[N:9]=[C:8]([C:10]2[CH:15]=[CH:14][C:13]([O:16][C:17]3[CH:22]=[CH:21][C:20]([F:23])=[CH:19][CH:18]=3)=[CH:12][CH:11]=2)[N:7]=[C:6]([O:24][C@@H:25]([CH3:31])[C:26]([O:28]CC)=O)[CH:5]=1)(=[O:3])[NH2:2].CO.[NH3:34]. No catalyst specified. The product is [NH2:34][C:26](=[O:28])[C@@H:25]([O:24][C:6]1[N:7]=[C:8]([C:10]2[CH:15]=[CH:14][C:13]([O:16][C:17]3[CH:18]=[CH:19][C:20]([F:23])=[CH:21][CH:22]=3)=[CH:12][CH:11]=2)[N:9]=[C:4]([C:1]([NH2:2])=[O:3])[CH:5]=1)[CH3:31]. The yield is 0.310. (3) The reactants are [C:1]([C:4]1[CH:9]=[C:8]([O:10][C:11]2[CH:16]=[CH:15][C:14]([NH:17][C:18]3[C:23]([C:24]([NH:26][C:27]4[CH:32]=[CH:31][C:30]([F:33])=[CH:29][C:28]=4[F:34])=[O:25])=[CH:22][N:21]=[C:20](S(C)(=O)=O)[N:19]=3)=[CH:13][C:12]=2[F:39])[CH:7]=[CH:6][N:5]=1)(=[O:3])[NH2:2].[C-:40]#[N:41].[K+]. The catalyst is CN(C=O)C. The product is [C:1]([C:4]1[CH:9]=[C:8]([O:10][C:11]2[CH:16]=[CH:15][C:14]([NH:17][C:18]3[C:23]([C:24]([NH:26][C:27]4[CH:32]=[CH:31][C:30]([F:33])=[CH:29][C:28]=4[F:34])=[O:25])=[CH:22][N:21]=[C:20]([C:40]#[N:41])[N:19]=3)=[CH:13][C:12]=2[F:39])[CH:7]=[CH:6][N:5]=1)(=[O:3])[NH2:2]. The yield is 0.940. (4) The reactants are [CH3:1][C:2]1[N:10]([C:11]([C:13]2[CH:14]=[CH:15][C:16]([Cl:19])=[CH:17][CH:18]=2)=[O:12])[C:9]2[CH:8]=[CH:7][C:6]([O:20][CH3:21])=[CH:5][C:4]=2[C:3]=1[CH2:22][C:23](O)=[O:24].[NH2:26][CH2:27][CH2:28][NH:29][C:30](=[O:36])[O:31][C:32]([CH3:35])([CH3:34])[CH3:33].C(Cl)CCl. The catalyst is C(Cl)Cl. The product is [Cl:19][C:16]1[CH:15]=[CH:14][C:13]([C:11]([N:10]2[C:9]3[C:4](=[CH:5][C:6]([O:20][CH3:21])=[CH:7][CH:8]=3)[C:3]([CH2:22][C:23]([NH:26][CH2:27][CH2:28][NH:29][C:30](=[O:36])[O:31][C:32]([CH3:33])([CH3:35])[CH3:34])=[O:24])=[C:2]2[CH3:1])=[O:12])=[CH:18][CH:17]=1. The yield is 0.790.